From a dataset of Forward reaction prediction with 1.9M reactions from USPTO patents (1976-2016). Predict the product of the given reaction. Given the reactants [O:1]=[S:2]1(=[O:23])[C:7]2[CH:8]=[C:9]([O:12][C:13]3[CH:14]=[C:15]([NH2:19])[CH:16]=[CH:17][CH:18]=3)[CH:10]=[CH:11][C:6]=2[N:5]2[CH2:20][CH2:21][CH2:22][CH:4]2[NH:3]1.C([O-])([O-])=O.[Na+].[Na+].[Na+].[I-].Br[CH2:33][CH2:34][O:35][CH2:36][CH2:37]Br, predict the reaction product. The product is: [N:19]1([C:15]2[CH:14]=[C:13]([CH:18]=[CH:17][CH:16]=2)[O:12][C:9]2[CH:10]=[CH:11][C:6]3[N:5]4[CH2:20][CH2:21][CH2:22][CH:4]4[NH:3][S:2](=[O:1])(=[O:23])[C:7]=3[CH:8]=2)[CH2:37][CH2:36][O:35][CH2:34][CH2:33]1.